This data is from NCI-60 drug combinations with 297,098 pairs across 59 cell lines. The task is: Regression. Given two drug SMILES strings and cell line genomic features, predict the synergy score measuring deviation from expected non-interaction effect. (1) Drug 1: CCC1=C2CN3C(=CC4=C(C3=O)COC(=O)C4(CC)O)C2=NC5=C1C=C(C=C5)O. Drug 2: C(CCl)NC(=O)N(CCCl)N=O. Cell line: SW-620. Synergy scores: CSS=39.3, Synergy_ZIP=-4.07, Synergy_Bliss=-3.13, Synergy_Loewe=-16.8, Synergy_HSA=-0.167. (2) Drug 1: CC(C1=C(C=CC(=C1Cl)F)Cl)OC2=C(N=CC(=C2)C3=CN(N=C3)C4CCNCC4)N. Drug 2: CC(C)NC(=O)C1=CC=C(C=C1)CNNC.Cl. Cell line: SF-539. Synergy scores: CSS=1.74, Synergy_ZIP=-0.610, Synergy_Bliss=-2.13, Synergy_Loewe=-3.57, Synergy_HSA=-2.43. (3) Drug 1: CNC(=O)C1=NC=CC(=C1)OC2=CC=C(C=C2)NC(=O)NC3=CC(=C(C=C3)Cl)C(F)(F)F. Synergy scores: CSS=-4.36, Synergy_ZIP=2.17, Synergy_Bliss=0.132, Synergy_Loewe=-3.25, Synergy_HSA=-3.23. Cell line: SNB-19. Drug 2: C1=CN(C=N1)CC(O)(P(=O)(O)O)P(=O)(O)O. (4) Drug 1: CC(CN1CC(=O)NC(=O)C1)N2CC(=O)NC(=O)C2. Drug 2: C1=CC(=CC=C1CCCC(=O)O)N(CCCl)CCCl. Cell line: COLO 205. Synergy scores: CSS=70.5, Synergy_ZIP=4.47, Synergy_Bliss=4.80, Synergy_Loewe=5.14, Synergy_HSA=9.39.